This data is from Forward reaction prediction with 1.9M reactions from USPTO patents (1976-2016). The task is: Predict the product of the given reaction. (1) Given the reactants C(=O)([O-])[O-].[Cs+].[Cs+].[CH:7]1[CH:8]=[CH:9][C:10]2[N:15]=[C:14]([C:16]3[N:20]=[CH:19][S:18][CH:17]=3)[NH:13][C:11]=2[CH:12]=1.Br[CH2:22][CH2:23][CH2:24][CH2:25][CH2:26][B:27]([OH:29])[OH:28].FC(F)(F)C(O)=O, predict the reaction product. The product is: [S:18]1[CH:17]=[C:16]([C:14]2[N:13]([CH2:22][CH2:23][CH2:24][CH2:25][CH2:26][B:27]([OH:29])[OH:28])[C:11]3[CH:12]=[CH:7][CH:8]=[CH:9][C:10]=3[N:15]=2)[N:20]=[CH:19]1. (2) Given the reactants C(OC([N:8]1[CH2:13][CH2:12][CH:11]([NH:14][C:15]2[CH:20]=[CH:19][C:18]([C:21]3[NH:25][N:24]([CH3:26])[NH:23][N:22]=3)=[CH:17][CH:16]=2)[CH2:10][CH2:9]1)=O)(C)(C)C.FC(F)(F)C(O)=O.[Cl:34]CCl, predict the reaction product. The product is: [ClH:34].[CH3:26][N:24]1[NH:23][N:22]=[C:21]([C:18]2[CH:19]=[CH:20][C:15]([NH:14][CH:11]3[CH2:12][CH2:13][NH:8][CH2:9][CH2:10]3)=[CH:16][CH:17]=2)[NH:25]1.[ClH:34]. (3) Given the reactants Cl[CH2:2][N:3]1[CH2:7][CH:6]([CH2:8][CH2:9][CH3:10])[CH2:5][C:4]1=[O:11].[Al+3].[Cl-].[Cl-].[Cl-].[CH3:16][N:17]1[C:21]([NH2:22])=[CH:20][CH:19]=[N:18]1.C(=O)(O)[O-].[Na+], predict the reaction product. The product is: [NH2:22][C:21]1[N:17]([CH3:16])[N:18]=[CH:19][C:20]=1[CH2:2][N:3]1[CH2:7][CH:6]([CH2:8][CH2:9][CH3:10])[CH2:5][C:4]1=[O:11]. (4) Given the reactants [C:1]([O:5][C:6]([N:8]1[CH2:13][CH2:12][CH2:11][C@@H:10]([C:14]([OH:16])=O)[CH2:9]1)=[O:7])([CH3:4])([CH3:3])[CH3:2].C[N:18](C(ON1N=NC2C=CC=NC1=2)=[N+](C)C)C.F[P-](F)(F)(F)(F)F.CCN(C(C)C)C(C)C.Cl.[CH2:51]([O:58][C:59](=[O:79])[NH:60][CH2:61][CH2:62][CH2:63][CH2:64][C@H:65]([ClH]N)[C:66]([C:68]1[S:69][C:70]2[CH:76]=[CH:75][CH:74]=[CH:73][C:71]=2[N:72]=1)=[O:67])[C:52]1[CH:57]=[CH:56][CH:55]=[CH:54][CH:53]=1, predict the reaction product. The product is: [C:1]([O:5][C:6]([N:8]1[CH2:13][CH2:12][CH2:11][C@@H:10]([C:14](=[O:16])[NH:18][C@H:65]([C:66]([C:68]2[S:69][C:70]3[CH:76]=[CH:75][CH:74]=[CH:73][C:71]=3[N:72]=2)=[O:67])[CH2:64][CH2:63][CH2:62][CH2:61][NH:60][C:59]([O:58][CH2:51][C:52]2[CH:57]=[CH:56][CH:55]=[CH:54][CH:53]=2)=[O:79])[CH2:9]1)=[O:7])([CH3:2])([CH3:3])[CH3:4]. (5) Given the reactants [N:1]([C:4]1[CH:12]=[CH:11][C:7]([C:8]([OH:10])=O)=[CH:6][CH:5]=1)=[N+:2]=[N-:3].[CH2:13]([NH2:15])[CH3:14].C1C=CC2N(O)N=NC=2C=1.CCN=C=NCCCN(C)C, predict the reaction product. The product is: [N:1]([C:4]1[CH:5]=[CH:6][C:7]([C:8]([NH:15][CH2:13][CH3:14])=[O:10])=[CH:11][CH:12]=1)=[N+:2]=[N-:3]. (6) Given the reactants [CH:1]1([NH:6][C:7]2[CH:12]=[CH:11][C:10]([C@H:13]3[C@@H:18]([C:19]([O:21]CC)=[O:20])[CH2:17][CH2:16][CH2:15][N:14]3[C:24](=[O:33])[C:25]3[C:30]([CH3:31])=[CH:29][CH:28]=[CH:27][C:26]=3[F:32])=[CH:9][CH:8]=2)[CH2:5][CH2:4][CH2:3][CH2:2]1.OS(O)(=O)=O, predict the reaction product. The product is: [CH:1]1([NH:6][C:7]2[CH:12]=[CH:11][C:10]([C@H:13]3[C@@H:18]([C:19]([OH:21])=[O:20])[CH2:17][CH2:16][CH2:15][N:14]3[C:24](=[O:33])[C:25]3[C:30]([CH3:31])=[CH:29][CH:28]=[CH:27][C:26]=3[F:32])=[CH:9][CH:8]=2)[CH2:2][CH2:3][CH2:4][CH2:5]1.